Dataset: Catalyst prediction with 721,799 reactions and 888 catalyst types from USPTO. Task: Predict which catalyst facilitates the given reaction. (1) Reactant: CN(C(ON1[N:17]=[N:16][C:11]2[CH:12]=[CH:13]C=CC1=2)=[N+](C)C)C.F[P-](F)(F)(F)(F)F.CCN(C(C)C)C(C)C.[NH2:34][CH2:35][C:36]1[C:37]([CH3:51])=[CH:38][C:39]([NH:43][C:44](=[O:50])[O:45][C:46]([CH3:49])([CH3:48])[CH3:47])=[N:40][C:41]=1[CH3:42].CN([CH:55]=[O:56])C. Product: [NH:17]1[CH:13]=[C:12]([C:55]([NH:34][CH2:35][C:36]2[C:37]([CH3:51])=[CH:38][C:39]([NH:43][C:44](=[O:50])[O:45][C:46]([CH3:47])([CH3:48])[CH3:49])=[N:40][C:41]=2[CH3:42])=[O:56])[CH:11]=[N:16]1. The catalyst class is: 84. (2) Reactant: [NH2:1][C:2]1[CH:7]=[CH:6][C:5]([C:8]([N:10]2[CH2:15][CH2:14][CH:13]([NH:16][C:17]3[N:22]=[C:21]([C:23]4[C:31]5[C:26](=[CH:27][CH:28]=[CH:29][CH:30]=5)[N:25](S(C5C=CC=CC=5)(=O)=O)[CH:24]=4)[C:20]([Cl:41])=[CH:19][N:18]=3)[CH2:12][CH2:11]2)=[O:9])=[CH:4][C:3]=1[CH3:42].[OH-].[Na+]. Product: [NH2:1][C:2]1[CH:7]=[CH:6][C:5]([C:8]([N:10]2[CH2:15][CH2:14][CH:13]([NH:16][C:17]3[N:22]=[C:21]([C:23]4[C:31]5[C:26](=[CH:27][CH:28]=[CH:29][CH:30]=5)[NH:25][CH:24]=4)[C:20]([Cl:41])=[CH:19][N:18]=3)[CH2:12][CH2:11]2)=[O:9])=[CH:4][C:3]=1[CH3:42]. The catalyst class is: 12. (3) Reactant: [Br:1][C:2]1[C:7]([NH2:8])=[C:6]([CH3:9])[CH:5]=[C:4]([CH3:10])[N:3]=1.[N:11]([O-])=O.[Na+]. Product: [Br:1][C:2]1[N:3]=[C:4]([CH3:10])[CH:5]=[C:6]2[CH:9]=[N:11][NH:8][C:7]=12. The catalyst class is: 86. (4) Reactant: [CH3:1][C:2]1[C:3]([CH2:8][N:9]([CH2:16][C:17]2[C:22]([CH3:23])=[CH:21][CH:20]=[CH:19][N:18]=2)[CH:10]2[CH2:15][CH2:14][NH:13][CH2:12][CH2:11]2)=[N:4][CH:5]=[CH:6][CH:7]=1.CC([O-])=O.[Na+].[N:29]#[C:30]Br.O. Product: [CH3:1][C:2]1[C:3]([CH2:8][N:9]([CH2:16][C:17]2[C:22]([CH3:23])=[CH:21][CH:20]=[CH:19][N:18]=2)[CH:10]2[CH2:15][CH2:14][N:13]([C:30]#[N:29])[CH2:12][CH2:11]2)=[N:4][CH:5]=[CH:6][CH:7]=1. The catalyst class is: 5. (5) Reactant: C[C@H:2]1[CH2:7][NH:6][CH2:5][C@@H:4](C)[NH:3]1.C(N(CC)CC)C.[CH3:16][S:17](Cl)(=[O:19])=[O:18]. Product: [CH3:16][S:17]([N:3]1[CH2:4][CH2:5][NH:6][CH2:7][CH2:2]1)(=[O:19])=[O:18]. The catalyst class is: 2. (6) Reactant: [CH3:1][N:2]([CH3:22])/[CH:3]=[N:4]/[S:5]([C:8]1[C:13]([OH:14])=[CH:12][CH:11]=[CH:10][C:9]=1[NH:15][C:16](=[O:21])[C:17]([CH3:20])([CH3:19])[CH3:18])(=[O:7])=[O:6].[CH2:23](Br)[CH:24]=[CH2:25].C([O-])([O-])=O.[K+].[K+]. Product: [CH2:25]([O:14][C:13]1[C:8]([S:5](=[O:7])(=[O:6])/[N:4]=[CH:3]/[N:2]([CH3:1])[CH3:22])=[C:9]([NH:15][C:16](=[O:21])[C:17]([CH3:19])([CH3:18])[CH3:20])[CH:10]=[CH:11][CH:12]=1)[CH:24]=[CH2:23]. The catalyst class is: 3. (7) Reactant: [Cl:1][C:2]1[N:7]2[N:8]=[C:9]([C:11]3[CH:16]=[CH:15][CH:14]=[CH:13][C:12]=3[Cl:17])[CH:10]=[C:6]2[N:5]=[CH:4][CH:3]=1.[I:18]N1C(=O)CCC1=O. Product: [Cl:1][C:2]1[N:7]2[N:8]=[C:9]([C:11]3[CH:16]=[CH:15][CH:14]=[CH:13][C:12]=3[Cl:17])[C:10]([I:18])=[C:6]2[N:5]=[CH:4][CH:3]=1. The catalyst class is: 373.